From a dataset of Full USPTO retrosynthesis dataset with 1.9M reactions from patents (1976-2016). Predict the reactants needed to synthesize the given product. (1) Given the product [Cl:1][C:2]1[C:7]2[CH:8]([CH3:14])[CH2:9][C:10](=[O:11])[NH:16][C:6]=2[N:5]=[CH:4][N:3]=1, predict the reactants needed to synthesize it. The reactants are: [Cl:1][C:2]1[C:7]([CH:8]([CH3:14])[CH2:9][C:10](OC)=[O:11])=[C:6](Cl)[N:5]=[CH:4][N:3]=1.[NH3:16]. (2) Given the product [F:1][C:2]1[CH:7]=[CH:6][C:5]([C:8]2[O:9][C:10]3[CH:20]=[CH:19][C:18]([C:21]4[CH:22]=[C:23]([C:24](=[O:25])[NH:26][C:27]5([C:30]([NH:32][NH2:33])=[O:31])[CH2:28][CH2:29]5)[CH:41]=[CH:42][C:43]=4[CH3:44])=[CH:17][C:11]=3[C:12]=2[C:13]([NH:14][CH3:15])=[O:16])=[CH:4][CH:3]=1, predict the reactants needed to synthesize it. The reactants are: [F:1][C:2]1[CH:7]=[CH:6][C:5]([C:8]2[O:9][C:10]3[CH:20]=[CH:19][C:18]([C:21]4[CH:22]=[C:23]([CH:41]=[CH:42][C:43]=4[CH3:44])[C:24]([NH:26][C:27]4([C:30]([NH:32][NH:33]C(OC(C)(C)C)=O)=[O:31])[CH2:29][CH2:28]4)=[O:25])=[CH:17][C:11]=3[C:12]=2[C:13](=[O:16])[NH:14][CH3:15])=[CH:4][CH:3]=1.Cl. (3) Given the product [C:1]([C:3]1[CH:4]=[C:5]([C:13]2[O:17][N:16]=[C:15]([C:18]3[C:28]4[O:27][CH2:26][CH2:25][N:24]([C:29]([O:31][C:32]([CH3:33])([CH3:34])[CH3:35])=[O:30])[CH:23]([CH2:36][C:37]([OH:39])=[O:38])[C:22]=4[CH:21]=[CH:20][CH:19]=3)[N:14]=2)[CH:6]=[CH:7][C:8]=1[O:9][CH:10]([CH3:12])[CH3:11])#[N:2], predict the reactants needed to synthesize it. The reactants are: [C:1]([C:3]1[CH:4]=[C:5]([C:13]2[O:17][N:16]=[C:15]([C:18]3[C:28]4[O:27][CH2:26][CH2:25][N:24]([C:29]([O:31][C:32]([CH3:35])([CH3:34])[CH3:33])=[O:30])[CH:23]([CH2:36][C:37]([O:39]CC)=[O:38])[C:22]=4[CH:21]=[CH:20][CH:19]=3)[N:14]=2)[CH:6]=[CH:7][C:8]=1[O:9][CH:10]([CH3:12])[CH3:11])#[N:2].[OH-].[Na+]. (4) Given the product [CH:45]1([O:44][C:38]2[CH:37]=[C:36]([C:35](=[O:16])[CH2:34][N:31]3[CH:32]=[CH:33][NH:29][C:30]3=[O:46])[CH:41]=[CH:40][C:39]=2[O:42][CH3:43])[CH2:49][CH2:48][CH2:47][CH2:51]1, predict the reactants needed to synthesize it. The reactants are: C[Si]([N-][Si](C)(C)C)(C)C.[Na+].N1C=CNC1=[O:16].COC1C=C(CC[N:29]2[CH2:33][CH2:32][N:31]([CH2:34][CH2:35][C:36]3[CH:41]=[CH:40][C:39]([O:42][CH3:43])=[C:38]([O:44][CH3:45])[CH:37]=3)[C:30]2=[O:46])C=CC=1OC.[CH2:47]([C:51](C)=O)[CH:48](C)[CH3:49].O. (5) Given the product [Cl:1][C:2]1[N:7]=[C:6]([NH:20][CH:17]([CH3:19])[CH3:18])[C:5]([C:9](=[O:11])[CH3:10])=[CH:4][N:3]=1, predict the reactants needed to synthesize it. The reactants are: [Cl:1][C:2]1[N:7]=[C:6](Cl)[C:5]([C:9](=[O:11])[CH3:10])=[CH:4][N:3]=1.C(=O)([O-])O.[Na+].[CH:17]([NH2:20])([CH3:19])[CH3:18].C1CCCCC1.